From a dataset of Full USPTO retrosynthesis dataset with 1.9M reactions from patents (1976-2016). Predict the reactants needed to synthesize the given product. (1) Given the product [Cl:17][C:15]1[CH:16]=[C:9]([OH:8])[CH:10]=[C:11]([Cl:18])[C:12]=1[CH:13]=[O:14], predict the reactants needed to synthesize it. The reactants are: [Si]([O:8][C:9]1[CH:16]=[C:15]([Cl:17])[C:12]([CH:13]=[O:14])=[C:11]([Cl:18])[CH:10]=1)(C(C)(C)C)(C)C.C([Li])(CC)C.CN(C=O)C.Cl. (2) Given the product [C:14]([C:13]1[C:8]([C:4]2[CH:3]=[C:2]([NH:1][C:34]([NH:33][C:29]3[CH:30]=[CH:31][CH:32]=[C:27]([C:26]([F:25])([F:36])[F:37])[CH:28]=3)=[O:35])[CH:7]=[CH:6][CH:5]=2)=[C:9]2[S:18][C:17]([C:19]3[CH:24]=[CH:23][N:22]=[CH:21][CH:20]=3)=[CH:16][C:10]2=[N:11][CH:12]=1)#[N:15], predict the reactants needed to synthesize it. The reactants are: [NH2:1][C:2]1[CH:3]=[C:4]([C:8]2[C:13]([C:14]#[N:15])=[CH:12][N:11]=[C:10]3[CH:16]=[C:17]([C:19]4[CH:24]=[CH:23][N:22]=[CH:21][CH:20]=4)[S:18][C:9]=23)[CH:5]=[CH:6][CH:7]=1.[F:25][C:26]([F:37])([F:36])[C:27]1[CH:28]=[C:29]([N:33]=[C:34]=[O:35])[CH:30]=[CH:31][CH:32]=1. (3) The reactants are: [F:1][C:2]1[CH:10]=[C:9]2[C:5]([C:6]([C:12]3[N:17]=[C:16]4[C:18]([C:21]([OH:23])=O)=[CH:19][NH:20][C:15]4=[N:14][CH:13]=3)=[N:7][N:8]2[CH3:11])=[CH:4][CH:3]=1.Cl.[NH2:25][C:26]1([C:29]#[N:30])[CH2:28][CH2:27]1.CCN=C=NCCCN(C)C.O. Given the product [C:29]([C:26]1([NH:25][C:21]([C:18]2[C:16]3=[N:17][C:12]([C:6]4[C:5]5[C:9](=[CH:10][C:2]([F:1])=[CH:3][CH:4]=5)[N:8]([CH3:11])[N:7]=4)=[CH:13][N:14]=[C:15]3[NH:20][CH:19]=2)=[O:23])[CH2:28][CH2:27]1)#[N:30], predict the reactants needed to synthesize it.